This data is from Forward reaction prediction with 1.9M reactions from USPTO patents (1976-2016). The task is: Predict the product of the given reaction. (1) Given the reactants [F:1][C:2]([F:30])([F:29])[C:3]([N:5]([CH2:15][CH:16]1[O:21][CH2:20][CH2:19][N:18](C(OC(C)(C)C)=O)[CH2:17]1)[C@@H:6]1[CH2:8][C@H:7]1[C:9]1[CH:14]=[CH:13][CH:12]=[CH:11][CH:10]=1)=[O:4].C(O)(C(F)(F)F)=O, predict the reaction product. The product is: [F:29][C:2]([F:1])([F:30])[C:3]([N:5]([CH2:15][CH:16]1[O:21][CH2:20][CH2:19][NH:18][CH2:17]1)[C@@H:6]1[CH2:8][C@H:7]1[C:9]1[CH:10]=[CH:11][CH:12]=[CH:13][CH:14]=1)=[O:4]. (2) Given the reactants [Cl:1][C:2]1[CH:7]=[C:6]([Cl:8])[CH:5]=[CH:4][C:3]=1[CH:9]1[CH2:14][CH2:13][CH2:12][CH2:11][C:10]1=[O:15].C(O[CH:21](N(C)C)[N:22]([CH3:24])[CH3:23])(C)(C)C, predict the reaction product. The product is: [CH3:21][N:22]([CH3:24])[CH:23]=[C:11]1[C:10](=[O:15])[CH:9]([C:3]2[CH:4]=[CH:5][C:6]([Cl:8])=[CH:7][C:2]=2[Cl:1])[CH2:14][CH2:13][CH2:12]1. (3) Given the reactants [F:1][CH:2]([F:25])[O:3][C:4]1[CH:24]=[CH:23][C:7]2[NH:8][C:9]([S:11][CH2:12][C:13]3[C:18]([O:19][CH3:20])=[C:17]([O:21][CH3:22])[CH:16]=[CH:15][N:14]=3)=[N:10][C:6]=2[CH:5]=1.[OH-:26].[Na+].[O-]Cl.[Na+], predict the reaction product. The product is: [CH3:22][O:21][C:17]1[CH:16]=[CH:15][N:14]=[C:13]([CH2:12][S+:11]([O-:26])[C:9]2[NH:8][C:7]3[CH:23]=[CH:24][C:4]([O:3][CH:2]([F:1])[F:25])=[CH:5][C:6]=3[N:10]=2)[C:18]=1[O:19][CH3:20]. (4) Given the reactants [C:1]([C:9]1[CH:10]=[N:11][C:12]2[C:17]([C:18]=1[C:19]1[CH:20]=[C:21]([CH:24]=[CH:25][CH:26]=1)[CH:22]=O)=[CH:16][CH:15]=[CH:14][C:13]=2[C:27]([F:30])([F:29])[F:28])(=[O:8])[C:2]1[CH:7]=[CH:6][CH:5]=[CH:4][CH:3]=1.C([O:33][C:34](=[O:42])[C:35]1[CH:40]=[CH:39][C:38]([NH2:41])=[CH:37][CH:36]=1)C, predict the reaction product. The product is: [C:1]([C:9]1[CH:10]=[N:11][C:12]2[C:17]([C:18]=1[C:19]1[CH:20]=[C:21]([CH:24]=[CH:25][CH:26]=1)[CH2:22][NH:41][C:38]1[CH:37]=[CH:36][C:35]([C:34]([OH:33])=[O:42])=[CH:40][CH:39]=1)=[CH:16][CH:15]=[CH:14][C:13]=2[C:27]([F:30])([F:29])[F:28])(=[O:8])[C:2]1[CH:3]=[CH:4][CH:5]=[CH:6][CH:7]=1.